The task is: Predict the reactants needed to synthesize the given product.. This data is from Full USPTO retrosynthesis dataset with 1.9M reactions from patents (1976-2016). Given the product [Br:11][CH2:2][CH2:3][C:4]1[CH:9]=[CH:8][C:7]([OH:10])=[CH:6][CH:5]=1, predict the reactants needed to synthesize it. The reactants are: O[CH2:2][CH2:3][C:4]1[CH:9]=[CH:8][C:7]([OH:10])=[CH:6][CH:5]=1.[BrH:11].